Dataset: Full USPTO retrosynthesis dataset with 1.9M reactions from patents (1976-2016). Task: Predict the reactants needed to synthesize the given product. (1) Given the product [CH3:1][O:2][C:3](=[O:28])[CH2:4][CH2:5][CH2:6][CH2:7][CH2:8][O:9][C:10]1[CH:11]=[CH:12][C:13]([O:16][C:17](=[O:27])[CH2:18][OH:19])=[CH:14][CH:15]=1, predict the reactants needed to synthesize it. The reactants are: [CH3:1][O:2][C:3](=[O:28])[CH2:4][CH2:5][CH2:6][CH2:7][CH2:8][O:9][C:10]1[CH:15]=[CH:14][C:13]([O:16][C:17](=[O:27])[CH2:18][O:19]CC2C=CC=CC=2)=[CH:12][CH:11]=1. (2) Given the product [CH3:24][C:25]1([CH3:41])[C:33]2[C:28](=[CH:29][CH:30]=[C:31]([N:34]3[C:38](=[O:39])[C:37](=[N:20][NH:2][C:3]4[C:4]([OH:19])=[C:5]([C:10]5[CH:15]=[CH:14][CH:13]=[C:12]([C:16]([OH:18])=[O:17])[CH:11]=5)[CH:6]=[C:7]([CH3:9])[CH:8]=4)[C:36]([CH3:40])=[N:35]3)[CH:32]=2)[CH2:27][CH2:26]1, predict the reactants needed to synthesize it. The reactants are: Cl.[NH2:2][C:3]1[C:4]([OH:19])=[C:5]([C:10]2[CH:15]=[CH:14][CH:13]=[C:12]([C:16]([OH:18])=[O:17])[CH:11]=2)[CH:6]=[C:7]([CH3:9])[CH:8]=1.[N:20]([O-])=O.[Na+].[CH3:24][C:25]1([CH3:41])[C:33]2[C:28](=[CH:29][CH:30]=[C:31]([N:34]3[C:38](=[O:39])[CH2:37][C:36]([CH3:40])=[N:35]3)[CH:32]=2)[CH2:27][CH2:26]1.C(=O)(O)[O-].[Na+].